Task: Regression. Given a peptide amino acid sequence and an MHC pseudo amino acid sequence, predict their binding affinity value. This is MHC class II binding data.. Dataset: Peptide-MHC class II binding affinity with 134,281 pairs from IEDB The peptide sequence is RFFLPIFSEFVLLAT. The MHC is DRB5_0101 with pseudo-sequence DRB5_0101. The binding affinity (normalized) is 0.978.